Task: Predict the reactants needed to synthesize the given product.. Dataset: Full USPTO retrosynthesis dataset with 1.9M reactions from patents (1976-2016) Given the product [F:12][C:13]1[CH:14]=[C:15]([C:20]2[N:21]=[C:22]([N:29]3[C:37]4[C:32](=[CH:33][CH:34]=[C:35]([O:38][CH2:39][C:40]([N:42]([CH3:44])[CH3:43])=[O:41])[CH:36]=4)[CH2:31][CH2:30]3)[C:23]3[CH2:28][S:27](=[O:6])[CH2:26][C:24]=3[N:25]=2)[CH:16]=[CH:17][C:18]=1[F:19], predict the reactants needed to synthesize it. The reactants are: ClC1C=C(C=CC=1)C(OO)=[O:6].[F:12][C:13]1[CH:14]=[C:15]([C:20]2[N:21]=[C:22]([N:29]3[C:37]4[C:32](=[CH:33][CH:34]=[C:35]([O:38][CH2:39][C:40]([N:42]([CH3:44])[CH3:43])=[O:41])[CH:36]=4)[CH2:31][CH2:30]3)[C:23]3[CH2:28][S:27][CH2:26][C:24]=3[N:25]=2)[CH:16]=[CH:17][C:18]=1[F:19].